This data is from Full USPTO retrosynthesis dataset with 1.9M reactions from patents (1976-2016). The task is: Predict the reactants needed to synthesize the given product. Given the product [CH2:41]([O:40][C:22]1[CH:21]=[C:20](/[CH:19]=[CH:18]/[C@@H:17]2[CH2:16][C:15]3[C:10](=[CH:11][CH:12]=[CH:13][CH:14]=3)[CH2:9][NH:8]2)[CH:25]=[CH:24][C:23]=1[N:26]1[S:27](=[O:38])(=[O:39])[N:28]([CH2:32][CH2:33][Si:34]([CH3:35])([CH3:37])[CH3:36])[C:29](=[O:31])[CH2:30]1)[C:42]1[CH:43]=[CH:44][CH:45]=[CH:46][CH:47]=1, predict the reactants needed to synthesize it. The reactants are: C(OC([N:8]1[C@H:17](/[CH:18]=[CH:19]/[C:20]2[CH:25]=[CH:24][C:23]([N:26]3[CH2:30][C:29](=[O:31])[N:28]([CH2:32][CH2:33][Si:34]([CH3:37])([CH3:36])[CH3:35])[S:27]3(=[O:39])=[O:38])=[C:22]([O:40][CH2:41][C:42]3[CH:47]=[CH:46][CH:45]=[CH:44][CH:43]=3)[CH:21]=2)[CH2:16][C:15]2[C:10](=[CH:11][CH:12]=[CH:13][CH:14]=2)[CH2:9]1)=O)(C)(C)C.C(O)(C(F)(F)F)=O.